The task is: Predict the product of the given reaction.. This data is from Forward reaction prediction with 1.9M reactions from USPTO patents (1976-2016). (1) Given the reactants [CH2:1]([N:3]([O:21][CH3:22])[S:4]([C:7]1[C:15]2[O:14]C(C(C)(C)C)=[N:12][C:11]=2[CH:10]=[CH:9][C:8]=1[Cl:20])(=[O:6])=[O:5])[CH3:2].S(=O)(=O)(O)O.O, predict the reaction product. The product is: [NH2:12][C:11]1[C:15]([OH:14])=[C:7]([S:4]([N:3]([O:21][CH3:22])[CH2:1][CH3:2])(=[O:6])=[O:5])[C:8]([Cl:20])=[CH:9][CH:10]=1. (2) Given the reactants [Cl:1][C:2]1[CH:23]=[CH:22][CH:21]=[CH:20][C:3]=1[CH2:4][N:5]([CH3:19])[C:6](=[O:18])[CH2:7][CH2:8][CH2:9][S:10][C:11]1[CH:16]=[CH:15][C:14]([OH:17])=[CH:13][CH:12]=1.ClC1C=CC=C(C(OO)=[O:32])C=1, predict the reaction product. The product is: [Cl:1][C:2]1[CH:23]=[CH:22][CH:21]=[CH:20][C:3]=1[CH2:4][N:5]([CH3:19])[C:6](=[O:18])[CH2:7][CH2:8][CH2:9][S:10]([C:11]1[CH:16]=[CH:15][C:14]([OH:17])=[CH:13][CH:12]=1)=[O:32]. (3) Given the reactants C([O:3][C:4]([C:6]1[CH:7]=[N:8][N:9]([C:11]2[NH:20][C:19](=[O:21])[C:18]3[C:13](=[CH:14][C:15]([O:24][CH3:25])=[C:16]([O:22][CH3:23])[CH:17]=3)[N:12]=2)[CH:10]=1)=[O:5])C.[OH-].[K+], predict the reaction product. The product is: [CH3:23][O:22][C:16]1[CH:17]=[C:18]2[C:13](=[CH:14][C:15]=1[O:24][CH3:25])[N:12]=[C:11]([N:9]1[CH:10]=[C:6]([C:4]([OH:5])=[O:3])[CH:7]=[N:8]1)[NH:20][C:19]2=[O:21]. (4) The product is: [Br:1][C:2]1[CH:6]=[C:5]([C:7]([NH:9][C:10]2[C:11]([C:17]([NH:18][CH:19]([CH:21]3[CH2:23][CH2:22]3)[CH3:20])=[O:24])=[CH:12][C:13]([Cl:16])=[CH:14][C:15]=2[Br:40])=[O:8])[N:4]([C:25]2[C:30]([Cl:31])=[CH:29][CH:28]=[CH:27][N:26]=2)[N:3]=1. Given the reactants [Br:1][C:2]1[CH:6]=[C:5]([C:7]([NH:9][C:10]2[CH:15]=[CH:14][C:13]([Cl:16])=[CH:12][C:11]=2[C:17](=[O:24])[NH:18][CH:19]([CH:21]2[CH2:23][CH2:22]2)[CH3:20])=[O:8])[N:4]([C:25]2[C:30]([Cl:31])=[CH:29][CH:28]=[CH:27][N:26]=2)[N:3]=1.C(OCC)(=O)C.[OH-].[Na+].[Br:40]Br, predict the reaction product. (5) Given the reactants [Br:1][C:2]1[NH:3][C:4]([C:14]([O:16][CH2:17][CH2:18][CH2:19][CH3:20])=[O:15])=[C:5]([C:7]([O:9][CH2:10][CH2:11][CH2:12][CH3:13])=[O:8])[N:6]=1.C([O-])([O-])=O.[K+].[K+].I[CH2:28][CH2:29][CH3:30], predict the reaction product. The product is: [Br:1][C:2]1[N:6]([CH2:28][CH2:29][CH3:30])[C:5]([C:7]([O:9][CH2:10][CH2:11][CH2:12][CH3:13])=[O:8])=[C:4]([C:14]([O:16][CH2:17][CH2:18][CH2:19][CH3:20])=[O:15])[N:3]=1. (6) Given the reactants [C:1]([C:4]1[C:5]([O:22][CH3:23])=[C:6]([C:12]2[CH:17]=[CH:16][C:15]([F:18])=[C:14]([C:19]([NH2:21])=[O:20])[CH:13]=2)[C:7]([CH3:11])=[C:8]([Cl:10])[CH:9]=1)(=O)[CH3:2].C([O-])(=O)C.[NH4+].C([BH3-])#[N:30].[Na+], predict the reaction product. The product is: [NH2:30][CH:1]([C:4]1[C:5]([O:22][CH3:23])=[C:6]([C:12]2[CH:17]=[CH:16][C:15]([F:18])=[C:14]([C:19]([NH2:21])=[O:20])[CH:13]=2)[C:7]([CH3:11])=[C:8]([Cl:10])[CH:9]=1)[CH3:2]. (7) Given the reactants C([O:7][CH2:8][CH2:9][CH2:10][C@H:11]1[CH2:16][C@@H:15]([CH3:17])[C:14](=[CH2:18])[C@@H:13]([CH2:19][C@H:20]2[C@H:24]([CH2:25][S:26]([C:29]3[CH:34]=[CH:33][CH:32]=[CH:31][CH:30]=3)(=[O:28])=[O:27])[C@@H:23]([O:35][CH3:36])[C@@H:22]([CH2:37][C@H:38]([O:48][Si:49]([C:52]([CH3:55])([CH3:54])[CH3:53])([CH3:51])[CH3:50])[CH2:39][O:40][Si:41]([C:44]([CH3:47])([CH3:46])[CH3:45])([CH3:43])[CH3:42])[O:21]2)[O:12]1)(=O)C(C)(C)C.CC(C[AlH]CC(C)C)C.C1(C)C=CC=CC=1.CO.Cl, predict the reaction product. The product is: [Si:49]([O:48][C@H:38]([CH2:39][O:40][Si:41]([C:44]([CH3:45])([CH3:47])[CH3:46])([CH3:43])[CH3:42])[CH2:37][C@H:22]1[O:21][C@@H:20]([CH2:19][C@H:13]2[O:12][C@@H:11]([CH2:10][CH2:9][CH2:8][OH:7])[CH2:16][C@@H:15]([CH3:17])[C:14]2=[CH2:18])[C@H:24]([CH2:25][S:26]([C:29]2[CH:30]=[CH:31][CH:32]=[CH:33][CH:34]=2)(=[O:27])=[O:28])[C@H:23]1[O:35][CH3:36])([C:52]([CH3:55])([CH3:54])[CH3:53])([CH3:51])[CH3:50].